This data is from Full USPTO retrosynthesis dataset with 1.9M reactions from patents (1976-2016). The task is: Predict the reactants needed to synthesize the given product. (1) Given the product [Br:1][C:2]1[CH:6]=[C:5]([CH2:19][OH:20])[S:4][C:3]=1[C:7]([F:10])([F:9])[F:8], predict the reactants needed to synthesize it. The reactants are: [Br:1][C:2]1[CH:6]=[CH:5][S:4][C:3]=1[C:7]([F:10])([F:9])[F:8].C([N-]C(C)C)(C)C.[Li+].[CH2:19]=[O:20].Cl. (2) Given the product [CH3:20][O:19][C:16]1[CH:15]=[CH:14][C:13]([C:12]2[C:6]3[CH2:5][C:4]4[S:3][C:2]([C:37]5[CH:42]=[CH:41][N:40]=[CH:39][CH:38]=5)=[CH:9][C:8]=4[C:7]=3[N:10]([CH2:21][O:22][CH2:23][CH2:24][Si:25]([CH3:26])([CH3:28])[CH3:27])[N:11]=2)=[CH:18][CH:17]=1, predict the reactants needed to synthesize it. The reactants are: Br[C:2]1[S:3][C:4]2[CH2:5][C:6]3[C:12]([C:13]4[CH:18]=[CH:17][C:16]([O:19][CH3:20])=[CH:15][CH:14]=4)=[N:11][N:10]([CH2:21][O:22][CH2:23][CH2:24][Si:25]([CH3:28])([CH3:27])[CH3:26])[C:7]=3[C:8]=2[CH:9]=1.CC1(C)C(C)(C)OB([C:37]2[CH:42]=[CH:41][N:40]=[CH:39][CH:38]=2)O1.C([O-])([O-])=O.[Na+].[Na+]. (3) Given the product [NH:26]1[C:30]2=[N:31][CH:32]=[CH:33][CH:34]=[C:29]2[C:28](/[CH:35]=[C:7]2\[O:8][C:4]3[C:3]([CH2:12][N:13]4[CH2:14][CH2:15][N:16]([C:19]([O:21][C:22]([CH3:25])([CH3:24])[CH3:23])=[O:20])[CH2:17][CH2:18]4)=[C:2]([OH:1])[CH:11]=[CH:10][C:5]=3[C:6]\2=[O:9])=[N:27]1, predict the reactants needed to synthesize it. The reactants are: [OH:1][C:2]1[CH:11]=[CH:10][C:5]2[C:6](=[O:9])[CH2:7][O:8][C:4]=2[C:3]=1[CH2:12][N:13]1[CH2:18][CH2:17][N:16]([C:19]([O:21][C:22]([CH3:25])([CH3:24])[CH3:23])=[O:20])[CH2:15][CH2:14]1.[NH:26]1[C:30]2=[N:31][CH:32]=[CH:33][CH:34]=[C:29]2[C:28]([CH:35]=O)=[N:27]1.